From a dataset of NCI-60 drug combinations with 297,098 pairs across 59 cell lines. Regression. Given two drug SMILES strings and cell line genomic features, predict the synergy score measuring deviation from expected non-interaction effect. Drug 1: CC1C(C(CC(O1)OC2CC(CC3=C2C(=C4C(=C3O)C(=O)C5=C(C4=O)C(=CC=C5)OC)O)(C(=O)CO)O)N)O.Cl. Drug 2: CC1=CC2C(CCC3(C2CCC3(C(=O)C)OC(=O)C)C)C4(C1=CC(=O)CC4)C. Cell line: COLO 205. Synergy scores: CSS=0.523, Synergy_ZIP=1.26, Synergy_Bliss=4.39, Synergy_Loewe=4.52, Synergy_HSA=2.18.